From a dataset of Full USPTO retrosynthesis dataset with 1.9M reactions from patents (1976-2016). Predict the reactants needed to synthesize the given product. (1) Given the product [CH3:15][O:14][C:11]1([O:12][CH3:13])[CH2:3][CH:4]([C:6]([O:8][CH3:17])=[O:7])[CH2:5]1, predict the reactants needed to synthesize it. The reactants are: O=C1[CH2:5][CH:4]([C:6]([OH:8])=[O:7])[CH2:3]1.CO[CH:11]([O:14][CH3:15])[O:12][CH3:13].O.[C:17]1(C)C=CC(S(O)(=O)=O)=CC=1. (2) Given the product [CH2:1]([O:3][C:4](=[O:24])[C:5]1[CH:10]=[CH:9][CH:8]=[C:7]([S:11][C:12]2[C:20]3[C:15](=[CH:16][C:17]([Cl:21])=[CH:18][CH:19]=3)[N:14]([C:26]3[CH:27]=[N:28][N:29]([CH2:31][CH2:32][CH3:33])[CH:30]=3)[C:13]=2[CH3:22])[C:6]=1[F:23])[CH3:2], predict the reactants needed to synthesize it. The reactants are: [CH2:1]([O:3][C:4](=[O:24])[C:5]1[CH:10]=[CH:9][CH:8]=[C:7]([S:11][C:12]2[C:20]3[C:15](=[CH:16][C:17]([Cl:21])=[CH:18][CH:19]=3)[NH:14][C:13]=2[CH3:22])[C:6]=1[F:23])[CH3:2].Br[C:26]1[CH:27]=[N:28][N:29]([CH2:31][CH2:32][CH3:33])[CH:30]=1. (3) Given the product [CH:23]1([CH2:27][O:28][C:2]2[C:10]3[C:5](=[N:6][CH:7]=[C:8]([N+:11]([O-:13])=[O:12])[CH:9]=3)[N:4]([CH2:14][C:15]3[CH:20]=[CH:19][C:18]([O:21][CH3:22])=[CH:17][CH:16]=3)[N:3]=2)[CH2:26][CH2:25][CH2:24]1, predict the reactants needed to synthesize it. The reactants are: I[C:2]1[C:10]2[C:5](=[N:6][CH:7]=[C:8]([N+:11]([O-:13])=[O:12])[CH:9]=2)[N:4]([CH2:14][C:15]2[CH:20]=[CH:19][C:18]([O:21][CH3:22])=[CH:17][CH:16]=2)[N:3]=1.[CH:23]1([CH2:27][OH:28])[CH2:26][CH2:25][CH2:24]1.N1C2C(=CC=C3C=2N=CC=C3)C=CC=1. (4) Given the product [N:6]1([C:11]2[CH:20]=[CH:19][CH:18]=[C:17]3[C:12]=2[NH:13][CH2:14][CH2:15][N:16]3[C:2]([O:4][CH3:5])=[O:3])[CH2:7][CH2:8][CH2:9][CH2:10]1, predict the reactants needed to synthesize it. The reactants are: Cl[C:2]([O:4][CH3:5])=[O:3].[N:6]1([C:11]2[CH:20]=[CH:19][CH:18]=[C:17]3[C:12]=2[NH:13][CH2:14][CH2:15][NH:16]3)[CH2:10][CH2:9][CH2:8][CH2:7]1.C(N(CC)CC)C. (5) Given the product [CH3:1][O:2][C:3]([N:5]1[C@H:13]2[C@H:8]([C@:9]([O:23][C:28](=[O:29])[CH2:27][CH2:26][C:25](=[O:24])[N:31]3[CH2:35][CH2:34][CH2:33][CH2:32]3)([C:14]#[C:15][C:16]3[CH:17]=[C:18]([CH3:22])[CH:19]=[CH:20][CH:21]=3)[CH2:10][CH2:11][CH2:12]2)[CH2:7][CH2:6]1)=[O:4], predict the reactants needed to synthesize it. The reactants are: [CH3:1][O:2][C:3]([N:5]1[C@@H:13]2[C@@H:8]([C@@:9]([OH:23])([C:14]#[C:15][C:16]3[CH:17]=[C:18]([CH3:22])[CH:19]=[CH:20][CH:21]=3)[CH2:10][CH2:11][CH2:12]2)[CH2:7][CH2:6]1)=[O:4].[O:24]=[C:25]([N:31]1[CH2:35][CH2:34][CH2:33][CH2:32]1)[CH2:26][CH2:27][C:28](O)=[O:29].